From a dataset of CYP1A2 inhibition data for predicting drug metabolism from PubChem BioAssay. Regression/Classification. Given a drug SMILES string, predict its absorption, distribution, metabolism, or excretion properties. Task type varies by dataset: regression for continuous measurements (e.g., permeability, clearance, half-life) or binary classification for categorical outcomes (e.g., BBB penetration, CYP inhibition). Dataset: cyp1a2_veith. (1) The compound is Oc1cc2c(cc1O)CN(C(=S)NCCc1ccc(Cl)cc1)CCC2. The result is 1 (inhibitor). (2) The molecule is CC(=O)c1c(C)[nH]c(C(=O)COc2ccc(C#N)cc2)c1C. The result is 1 (inhibitor). (3) The compound is O=C(O)c1ccncc1.O=C(O)c1ccncc1.[NH2-].[NH2-].[Pt]. The result is 0 (non-inhibitor).